From a dataset of Reaction yield outcomes from USPTO patents with 853,638 reactions. Predict the reaction yield, written as a fraction of the theoretical maximum amount of product (1.0 means a 100% yield; for example, 0.34 means a 34% yield). The reactants are C[N:2](C)[CH:3]=[CH:4][C:5]([C:7]1[C:12](=[O:13])[CH:11]=[CH:10][N:9]([C:14]2[CH:19]=[CH:18][C:17]([N:20]3[CH2:25]CO[CH2:22][CH2:21]3)=[CH:16][CH:15]=2)[N:8]=1)=O.[C:27]1([NH:33]N)[CH:32]=[CH:31][CH:30]=[CH:29][CH:28]=1.[CH3:35][OH:36]. No catalyst specified. The product is [N:20]1([C:17]2[CH:16]=[CH:15][C:14]([N:9]3[CH:10]=[CH:11][C:12](=[O:13])[C:7]([C:5]4[N:33]([C:27]5[CH:32]=[CH:31][CH:30]=[CH:29][CH:28]=5)[N:2]=[CH:3][CH:4]=4)=[N:8]3)=[CH:19][CH:18]=2)[CH2:21][CH2:22][O:36][CH2:35][CH2:25]1. The yield is 0.0800.